Dataset: Forward reaction prediction with 1.9M reactions from USPTO patents (1976-2016). Task: Predict the product of the given reaction. (1) Given the reactants [Br:1][C:2]1[CH:3]=[C:4]2[C:9](=[C:10](F)[CH:11]=1)[N:8]=[C:7]([CH3:13])[CH:6]=[CH:5]2.[NH:14]1[CH2:19][CH2:18][NH:17][CH2:16][CH2:15]1, predict the reaction product. The product is: [Br:1][C:2]1[CH:3]=[C:4]2[C:9](=[C:10]([N:14]3[CH2:19][CH2:18][NH:17][CH2:16][CH2:15]3)[CH:11]=1)[N:8]=[C:7]([CH3:13])[CH:6]=[CH:5]2. (2) The product is: [NH2:28][C:17]1[C:18](=[O:27])[N:19]([CH:21]2[CH2:26][CH2:25][CH2:24][NH:23][CH2:22]2)[CH:20]=[C:15]([C:10]2[CH:11]=[CH:12][CH:13]=[CH:14][C:9]=2[OH:8])[N:16]=1. Given the reactants C([O:8][C:9]1[CH:14]=[CH:13][CH:12]=[CH:11][C:10]=1[C:15]1[N:16]=[C:17]([NH:28]CC2C=CC(OC)=CC=2OC)[C:18](=[O:27])[N:19]([CH:21]2[CH2:26][CH2:25][CH2:24][NH:23][CH2:22]2)[CH:20]=1)C1C=CC=CC=1, predict the reaction product. (3) Given the reactants [H-].[Na+].[NH:3]1[C:11]2[C:6](=[CH:7][CH:8]=[CH:9][CH:10]=2)[CH:5]=[C:4]1[C:12]([O:14][CH2:15][CH3:16])=[O:13].[CH3:17]I, predict the reaction product. The product is: [CH3:17][N:3]1[C:11]2[C:6](=[CH:7][CH:8]=[CH:9][CH:10]=2)[CH:5]=[C:4]1[C:12]([O:14][CH2:15][CH3:16])=[O:13]. (4) Given the reactants [CH3:46][S:43]([C:35]1[CH:34]=[C:33]([C:30]2[N:31]=[CH:32][N:28](/[CH:27]=[CH:26]\[C:25](O[C:25](=[O:47])/[CH:26]=[CH:27]\[N:28]3[CH:32]=[N:31][C:30]([C:33]4[CH:38]=[C:37]([C:39]([F:42])([F:41])[F:40])[CH:36]=[C:35]([S:43]([CH3:46])(=[O:45])=[O:44])[CH:34]=4)=[N:29]3)=[O:47])[N:29]=2)[CH:38]=[C:37]([C:39]([F:40])([F:42])[F:41])[CH:36]=1)(=[O:44])=[O:45].O.[NH2:49][NH2:50].CO.ClCCl, predict the reaction product. The product is: [CH3:46][S:43]([C:35]1[CH:34]=[C:33]([C:30]2[N:31]=[CH:32][N:28](/[CH:27]=[CH:26]\[C:25]([NH:49][NH2:50])=[O:47])[N:29]=2)[CH:38]=[C:37]([C:39]([F:41])([F:42])[F:40])[CH:36]=1)(=[O:44])=[O:45]. (5) Given the reactants Cl[C:2]1[C:3](=[O:15])[N:4]([C@@H:9]([CH2:12][O:13][CH3:14])[CH2:10][CH3:11])[CH:5]=[C:6]([Cl:8])[N:7]=1.[Cl:16][C:17]1[CH:18]=[C:19]2[C:23](=[C:24]([Cl:26])[CH:25]=1)[NH:22][CH2:21][CH2:20]2, predict the reaction product. The product is: [Cl:8][C:6]1[N:7]=[C:2]([N:22]2[C:23]3[C:19](=[CH:18][C:17]([Cl:16])=[CH:25][C:24]=3[Cl:26])[CH2:20][CH2:21]2)[C:3](=[O:15])[N:4]([C@@H:9]([CH2:12][O:13][CH3:14])[CH2:10][CH3:11])[CH:5]=1. (6) Given the reactants Cl[C:2]1[N:3]=[C:4]([N:13]2[CH2:18][CH2:17][N:16]([C:19](=[O:27])[CH2:20][C:21]3[CH:26]=[CH:25][CH:24]=[CH:23][CH:22]=3)[CH2:15][CH2:14]2)[C:5]2[CH:10]=[C:9]([CH2:11][CH3:12])[S:8][C:6]=2[N:7]=1.Cl.[N:29]1[CH:34]=[CH:33][C:32]([CH2:35][CH2:36][SH:37])=[CH:31][CH:30]=1, predict the reaction product. The product is: [CH2:11]([C:9]1[S:8][C:6]2[N:7]=[C:2]([S:37][CH2:36][CH2:35][C:32]3[CH:33]=[CH:34][N:29]=[CH:30][CH:31]=3)[N:3]=[C:4]([N:13]3[CH2:18][CH2:17][N:16]([C:19](=[O:27])[CH2:20][C:21]4[CH:26]=[CH:25][CH:24]=[CH:23][CH:22]=4)[CH2:15][CH2:14]3)[C:5]=2[CH:10]=1)[CH3:12].